The task is: Token-level Classification. Given an antigen amino acid sequence, predict which amino acid positions are active epitope sites capable of antibody binding. Output is a list of indices for active positions.. This data is from B-cell epitopes from IEDB database with 3,159 antigens for binding position prediction. (1) Given the antigen sequence: MSLLTEVETPIRNEWGCRCNGSSDPLAIAANIIGILHLILWILDRLFFKCIYRRFKYGLKGGPSTEGVPKSMREEYRKEQQSAVDADDGHFVSIELE, which amino acid positions are active epitope sites? The epitope positions are: [0, 1, 2, 3, 4, 5, 6, 7, 8, 9, 10, 11, 12, 13, 14, 15, 16, 17, 18, 19... (24 total positions)]. The amino acids at these positions are: MSLLTEVETPIRNEWGCRCNGSSD. (2) Given the antigen sequence: TTSAGESADPVTTTVENYGGETQIQRRQHTDVSFIMDRFVKVAPQNQINILDLMQIPSHTLVGALLRASTYYFSDLEIAVKHEGDLTWVPNGAPEKALDNATNPTAYHKAPLTRLALPYTAPHRVLATVYNGECRYNRNAVPNLRGDLQVLAQKVARTLPTSFNYGAIKATRVTELLYRMKRAETYCPRPLLAIHPTEARHKQKIVAPVKQTL, which amino acid positions are active epitope sites? The epitope positions are: [142, 143, 144, 145, 146, 147, 148, 149]. The amino acids at these positions are: NLRGDLQV. (3) The epitope positions are: [88, 89, 90, 91, 92, 93, 94]. The amino acids at these positions are: YYKKHIS. Given the antigen sequence: VNMPSDCSRDALKALKDILVVXKEEIPFETSLFDNEVLRELEIQDQDQIFKSLLERVPLIKTMLTEFNAFLNDNPQRLLADKNGEVTKYYKKHISAKDANVKDYTFLVKFCKDYLDSESPFMKMYKAFNTYEELLKKMPSKTPSPTSSPQATPGAKPAAPNTSESAGGQPQQETPENRPSQAPSPQSPPQTEQSTSNLNG, which amino acid positions are active epitope sites? (4) The epitope positions are: [433, 434, 435, 436, 437, 438, 439, 440, 441, 442, 443, 444, 445, 446, 447]. The amino acids at these positions are: SDNQPGVLIQVYEGE. Given the antigen sequence: MATAKGIAIGIDLGTTYSCVGVFQHGKVEIIANDQGNRTTPSYVAFTDTERLIGDAAKNQVAMNPQNTVFDAKRLIGRKFNDPVVQADMKLWPFQVINEGGKPKVLVSYKGENKAFYPEEISSMVLTKLKETAEAFLGHPVTNAVITVPAYFNDSQRQATKDAGVIAGLNVLRIINEPTAAAIAYGLDKGGQGERHVLIFDLGGGTFDVSILTIDDGIFEVKATAGDTHLGGEDFDNRLVSHFVEEFKRKHKKDISQNKRAVRRLRTACERAKRTLSSSTQANLEIDSLYEGIDFYTSITRARFEELCADLFRGTLEPVEKALRDAKMDKAKIHDIVLVGGSTRIPKVQRLLQDYFNGRDLNKSINPDEAVAYGAAVQAAILMGDKSEKVQDLLLLDVAPLSLGLETVGGVMTALIKRNSTIPPKQTQIFTTYSDNQPGVLIQVYEGERAMTKDNNLLGRFDLTGIPPAPRGVPQIEVTFDIDANGILNVTATDKSTGKV..., which amino acid positions are active epitope sites?